Dataset: Full USPTO retrosynthesis dataset with 1.9M reactions from patents (1976-2016). Task: Predict the reactants needed to synthesize the given product. (1) Given the product [Cl:1][C:2]1[CH:7]=[CH:6][C:5]([CH:8]([O:19][CH:37]=[CH2:38])[C:9]2([C:12]([O:14][C:15]([CH3:18])([CH3:16])[CH3:17])=[O:13])[CH2:10][CH2:11]2)=[CH:4][C:3]=1[NH:20][C:21](=[O:36])[C@H:22]([C:29]1[CH:30]=[CH:31][C:32]([Cl:35])=[CH:33][CH:34]=1)[C@@H:23]([CH3:28])[C:24]([F:27])([F:25])[F:26], predict the reactants needed to synthesize it. The reactants are: [Cl:1][C:2]1[CH:7]=[CH:6][C:5]([CH:8]([OH:19])[C:9]2([C:12]([O:14][C:15]([CH3:18])([CH3:17])[CH3:16])=[O:13])[CH2:11][CH2:10]2)=[CH:4][C:3]=1[NH:20][C:21](=[O:36])[C@H:22]([C:29]1[CH:34]=[CH:33][C:32]([Cl:35])=[CH:31][CH:30]=1)[C@@H:23]([CH3:28])[C:24]([F:27])([F:26])[F:25].[CH:37](OCC)=[CH2:38]. (2) Given the product [OH:5][CH2:6][C:7]1[CH:23]=[CH:22][CH:21]=[CH:20][C:8]=1[CH2:9][C:10]1[CH:19]=[CH:18][C:13]([C:14]([O:16][CH3:17])=[O:15])=[CH:12][CH:11]=1, predict the reactants needed to synthesize it. The reactants are: C([O:5][CH2:6][C:7]1[CH:23]=[CH:22][CH:21]=[CH:20][C:8]=1[CH2:9][C:10]1[CH:19]=[CH:18][C:13]([C:14]([O:16][CH3:17])=[O:15])=[CH:12][CH:11]=1)(C)(C)C.FC(F)(F)S(O[Si](C)(C)C)(=O)=O.C(=O)([O-])O.[Na+]. (3) Given the product [Br:1][C:2]1[CH:3]=[CH:4][C:5]([O:22][CH2:23][C:24]2[CH:29]=[CH:28][CH:27]=[CH:26][CH:25]=2)=[C:6]([C:8]2[CH2:12][CH2:11][CH2:10][C:9]=2[C:13]2[CH:14]=[C:15]([CH:19]=[CH:20][CH:21]=2)[C:16]([OH:18])=[O:17])[CH:7]=1, predict the reactants needed to synthesize it. The reactants are: [Br:1][C:2]1[CH:3]=[CH:4][C:5]([OH:22])=[C:6]([C:8]2[CH2:12][CH2:11][CH2:10][C:9]=2[C:13]2[CH:14]=[C:15]([CH:19]=[CH:20][CH:21]=2)[C:16]([OH:18])=[O:17])[CH:7]=1.[CH2:23](Br)[C:24]1[CH:29]=[CH:28][CH:27]=[CH:26][CH:25]=1.[OH-].[K+].